Dataset: Full USPTO retrosynthesis dataset with 1.9M reactions from patents (1976-2016). Task: Predict the reactants needed to synthesize the given product. (1) The reactants are: [C:1]([OH:10])(=[O:9])[C:2]1[C:3](=[CH:5][CH:6]=[CH:7][CH:8]=1)[OH:4].[C:11]([O-:20])(=[O:19])[C:12]1[C:13](=[CH:15][CH:16]=[CH:17][CH:18]=1)[OH:14].[CH2:21]([N+:37]1[CH:42]=[CH:41][CH:40]=[CH:39][CH:38]=1)[CH2:22][CH2:23][CH2:24][CH2:25][CH2:26][CH2:27][CH2:28][CH2:29][CH2:30][CH2:31][CH2:32][CH2:33][CH2:34][CH2:35][CH3:36]. Given the product [C:1]([O-:10])(=[O:9])[C:2]1[C:3](=[CH:5][CH:6]=[CH:7][CH:8]=1)[OH:4].[CH2:21]([N+:37]1[CH:38]=[CH:39][CH:40]=[CH:41][CH:42]=1)[CH2:22][CH2:23][CH2:24][CH2:25][CH2:26][CH2:27][CH2:28][CH2:29][CH2:30][CH2:31][CH2:32][CH2:33][CH2:34][CH2:35][CH3:36].[C:11]([OH:20])(=[O:19])[C:12]1[C:13](=[CH:15][CH:16]=[CH:17][CH:18]=1)[OH:14], predict the reactants needed to synthesize it. (2) Given the product [C:1]([O:4][C:5]1[C:26]2[C:21](=[CH:22][CH:23]=[CH:24][CH:25]=2)[C:8]2[O:9][CH2:10][CH:11]([C:12]3[CH:13]=[CH:14][C:15]([CH:18]([CH3:20])[CH3:19])=[CH:16][CH:17]=3)[C:7]=2[C:6]=1[CH3:27])(=[O:3])[CH3:2], predict the reactants needed to synthesize it. The reactants are: [C:1]([O:4][C:5]1[C:26]2[C:21](=[CH:22][CH:23]=[CH:24][CH:25]=2)[C:8]2[O:9][CH:10]=[C:11]([C:12]3[CH:17]=[CH:16][C:15]([CH:18]([CH3:20])[CH3:19])=[CH:14][CH:13]=3)[C:7]=2[C:6]=1[CH3:27])(=[O:3])[CH3:2]. (3) Given the product [C:10]([O:9][C:7]([N:4]1[CH2:5][CH2:6][CH:2]([NH:1][C:27]([O:26][CH2:19][C:20]2[CH:25]=[CH:24][CH:23]=[CH:22][CH:21]=2)=[O:28])[CH2:3]1)=[O:8])([CH3:13])([CH3:12])[CH3:11], predict the reactants needed to synthesize it. The reactants are: [NH2:1][CH:2]1[CH2:6][CH2:5][N:4]([C:7]([O:9][C:10]([CH3:13])([CH3:12])[CH3:11])=[O:8])[CH2:3]1.C([O-])(O)=O.[Na+].[CH2:19]([O:26][C:27](ON1C(=O)CCC1=O)=[O:28])[C:20]1[CH:25]=[CH:24][CH:23]=[CH:22][CH:21]=1. (4) Given the product [NH2:30][C@:11]1([CH2:10][CH2:9][P:4](=[O:5])([O:3][CH2:1][CH3:2])[O:6][CH2:7][CH3:8])[CH2:15][CH2:14][C@H:13]([C:16]2[CH:21]=[CH:20][C:19]([CH2:22][CH2:23][CH2:24][CH2:25][CH2:26][CH2:27][CH2:28][CH3:29])=[CH:18][CH:17]=2)[CH2:12]1, predict the reactants needed to synthesize it. The reactants are: [CH2:1]([O:3][P:4]([CH2:9][CH2:10][C@@:11]1([NH:30]C(=O)OC(C)(C)C)[CH2:15][CH2:14][C@H:13]([C:16]2[CH:21]=[CH:20][C:19]([CH2:22][CH2:23][CH2:24][CH2:25][CH2:26][CH2:27][CH2:28][CH3:29])=[CH:18][CH:17]=2)[CH2:12]1)([O:6][CH2:7][CH3:8])=[O:5])[CH3:2].C(O)(C(F)(F)F)=O.CCCCCCC. (5) Given the product [NH2:1][C:2]1[N:6]([CH:7]2[CH2:12][CH2:11][CH2:10][N:9]([C:13]#[N:14])[CH2:8]2)[N:5]=[C:4]([C:15]2[CH:20]=[CH:19][C:18]([O:21][C:35]3[CH:36]=[CH:37][C:38]([CH3:39])=[C:33]([CH3:32])[CH:34]=3)=[CH:17][CH:16]=2)[C:3]=1[C:29]([NH2:31])=[O:30], predict the reactants needed to synthesize it. The reactants are: [NH2:1][C:2]1[N:6]([CH:7]2[CH2:12][CH2:11][CH2:10][N:9]([C:13]#[N:14])[CH2:8]2)[N:5]=[C:4]([C:15]2[CH:20]=[CH:19][C:18]([O:21]C3C=CC(Cl)=CC=3)=[CH:17][CH:16]=2)[C:3]=1[C:29]([NH2:31])=[O:30].[CH3:32][C:33]1[CH:34]=[C:35](B(O)O)[CH:36]=[CH:37][C:38]=1[CH3:39].